The task is: Predict the reactants needed to synthesize the given product.. This data is from Full USPTO retrosynthesis dataset with 1.9M reactions from patents (1976-2016). Given the product [CH3:3][C:4]1([CH3:33])[S:9][CH2:8][CH2:7][N:6]([S:10]([C:13]2[CH:14]=[CH:15][C:16]([O:19][CH2:20][C:21]#[C:22][C:23]3[CH:28]=[CH:27][CH:26]=[CH:25][CH:24]=3)=[CH:17][CH:18]=2)(=[O:11])=[O:12])[C@H:5]1[C:29]([OH:31])=[O:30], predict the reactants needed to synthesize it. The reactants are: [I-].[Li+].[CH3:3][C:4]1([CH3:33])[S:9][CH2:8][CH2:7][N:6]([S:10]([C:13]2[CH:18]=[CH:17][C:16]([O:19][CH2:20][C:21]#[C:22][C:23]3[CH:28]=[CH:27][CH:26]=[CH:25][CH:24]=3)=[CH:15][CH:14]=2)(=[O:12])=[O:11])[C@H:5]1[C:29]([O:31]C)=[O:30].